Dataset: Reaction yield outcomes from USPTO patents with 853,638 reactions. Task: Predict the reaction yield, written as a fraction of the theoretical maximum amount of product (1.0 means a 100% yield; for example, 0.34 means a 34% yield). (1) The reactants are C1(P(C2C=CC=CC=2)C2C=CC=CC=2)C=CC=CC=1.[Br:20]Br.[Cl:22][C:23]1[C:30]([CH2:31][CH2:32]O)=[C:29]([F:34])[CH:28]=[CH:27][C:24]=1[C:25]#[N:26]. The catalyst is C(Cl)Cl.CCCCCC. The product is [Br:20][CH2:32][CH2:31][C:30]1[C:23]([Cl:22])=[C:24]([CH:27]=[CH:28][C:29]=1[F:34])[C:25]#[N:26]. The yield is 0.960. (2) The reactants are [H-].[Na+].[CH2:3]([O:5][C:6]([C:8]1[C:9]([NH2:13])=[N:10][NH:11][CH:12]=1)=[O:7])[CH3:4].C[N:15](C)[CH:16]=[C:17]([CH:20]=O)[C:18]#N. The catalyst is O1CCCC1. The product is [CH2:3]([O:5][C:6]([C:8]1[CH:12]=[N:11][N:10]2[CH:20]=[C:17]([C:16]#[N:15])[CH:18]=[N:13][C:9]=12)=[O:7])[CH3:4]. The yield is 0.320. (3) The reactants are [Na].[Cl:2][C:3]1[C:16]2[C:15](=[O:17])[C:14]3[C:9](=[CH:10][CH:11]=[CH:12][CH:13]=3)[S:8][C:7]=2[C:6]([OH:18])=[CH:5][CH:4]=1.Br[CH2:20][CH2:21][CH2:22][Cl:23]. The catalyst is C(O)(C)C.O. The product is [Cl:2][C:3]1[C:16]2[C:15](=[O:17])[C:14]3[C:9](=[CH:10][CH:11]=[CH:12][CH:13]=3)[S:8][C:7]=2[C:6]([O:18][CH2:20][CH2:21][CH2:22][Cl:23])=[CH:5][CH:4]=1. The yield is 0.720.